This data is from Peptide-MHC class I binding affinity with 185,985 pairs from IEDB/IMGT. The task is: Regression. Given a peptide amino acid sequence and an MHC pseudo amino acid sequence, predict their binding affinity value. This is MHC class I binding data. (1) The peptide sequence is QSAGFTAGL. The MHC is HLA-A02:03 with pseudo-sequence HLA-A02:03. The binding affinity (normalized) is 0.386. (2) The peptide sequence is NFINGNTFI. The MHC is H-2-Dd with pseudo-sequence H-2-Dd. The binding affinity (normalized) is 0.0671.